Dataset: Full USPTO retrosynthesis dataset with 1.9M reactions from patents (1976-2016). Task: Predict the reactants needed to synthesize the given product. (1) The reactants are: [CH3:1][O:2][C:3]([C:5]1[C:13]2[C:8](=[CH:9][C:10]([Br:14])=[CH:11][CH:12]=2)[NH:7][N:6]=1)=[O:4].CO[C:17]([C:19]1[C:27]2C(=CC=CC=2)NN=1)=O. Given the product [CH3:1][O:2][C:3]([C:5]1[C:13]2[C:8](=[CH:9][C:10]([Br:14])=[CH:11][CH:12]=2)[N:7]([CH:19]([CH3:27])[CH3:17])[N:6]=1)=[O:4], predict the reactants needed to synthesize it. (2) Given the product [CH3:19][C:20]1[CH:21]=[C:22]([N:26]([C:27]2[CH:32]=[CH:31][CH:30]=[C:29]([C:33]3([C:46]4[CH:51]=[CH:50][CH:49]=[CH:48][CH:47]=4)[C:45]4[CH:44]=[CH:43][CH:42]=[CH:41][C:40]=4[C:39]4[C:34]3=[CH:35][CH:36]=[CH:37][CH:38]=4)[CH:28]=2)[C:2]2[C:15]3=[C:16]4[C:17]5[C:12]([CH:13]=[CH:14]3)=[CH:11][CH:10]=[C:9]([N:26]([C:22]3[CH:21]=[CH:20][CH:69]=[C:67]([CH3:68])[CH:70]=3)[C:27]3[CH:28]=[CH:29][CH:54]=[C:53]([C:56]6([C:49]7[CH:48]=[CH:47][CH:46]=[CH:51][CH:50]=7)[C:41]7[CH:42]=[CH:43][CH:44]=[CH:45][C:40]=7[C:39]7[C:38]6=[CH:37][CH:36]=[CH:35][CH:34]=7)[CH:52]=3)[C:8]=5[CH:7]=[CH:6][C:5]4=[CH:4][CH:3]=2)[CH:23]=[CH:24][CH:25]=1, predict the reactants needed to synthesize it. The reactants are: Br[C:2]1[C:15]2[C:16]3=[C:17]4[C:12](=[CH:13][CH:14]=2)[CH:11]=[CH:10][C:9](Br)=[C:8]4[CH:7]=[CH:6][C:5]3=[CH:4][CH:3]=1.[CH3:19][C:20]1[CH:21]=[C:22]([NH:26][C:27]2[CH:32]=[CH:31][CH:30]=[C:29]([C:33]3([C:46]4[CH:51]=[CH:50][CH:49]=[CH:48][CH:47]=4)[C:45]4[CH:44]=[CH:43][CH:42]=[CH:41][C:40]=4[C:39]4[C:34]3=[CH:35][CH:36]=[CH:37][CH:38]=4)[CH:28]=2)[CH:23]=[CH:24][CH:25]=1.[CH3:52][C:53]([CH3:56])([O-])[CH3:54].[Na+].[C:67](P([C:67]([CH3:70])([CH3:69])[CH3:68])[C:67]([CH3:70])([CH3:69])[CH3:68])([CH3:70])([CH3:69])[CH3:68]. (3) Given the product [NH2:9][C:5]1[N:6]=[C:7]([CH3:8])[C:2]([C:14]#[N:15])=[N:3][CH:4]=1, predict the reactants needed to synthesize it. The reactants are: Br[C:2]1[N:3]=[CH:4][C:5]([NH2:9])=[N:6][C:7]=1[CH3:8].[C-]#N.[Na+].[Cu][C:14]#[N:15]. (4) Given the product [Cl:19][C:13]1[CH:14]=[C:15]([OH:18])[CH:16]=[CH:17][C:12]=1[C:4]1[CH:5]=[CH:6][CH:7]=[C:2]([F:1])[CH:3]=1, predict the reactants needed to synthesize it. The reactants are: [F:1][C:2]1[CH:3]=[C:4](B(O)O)[CH:5]=[CH:6][CH:7]=1.Br[C:12]1[CH:17]=[CH:16][C:15]([OH:18])=[CH:14][C:13]=1[Cl:19].C(=O)([O-])[O-].[Cs+].[Cs+]. (5) Given the product [CH3:1][C:2]1([CH3:26])[CH2:7][CH2:6][C:5]([C:8]2[CH:13]=[C:12]([CH2:14][CH2:15][S:16]([N:19]3[CH2:24][CH2:23][O:22][CH2:21][CH2:20]3)(=[O:18])=[O:17])[CH:11]=[CH:10][C:9]=2[NH:25][C:43]([C:32]2[N:33]([CH2:35][O:36][CH2:37][CH2:38][Si:39]([CH3:42])([CH3:41])[CH3:40])[CH:34]=[C:30]([C:28]#[N:29])[N:31]=2)=[O:44])=[CH:4][CH2:3]1, predict the reactants needed to synthesize it. The reactants are: [CH3:1][C:2]1([CH3:26])[CH2:7][CH2:6][C:5]([C:8]2[CH:13]=[C:12]([CH2:14][CH2:15][S:16]([N:19]3[CH2:24][CH2:23][O:22][CH2:21][CH2:20]3)(=[O:18])=[O:17])[CH:11]=[CH:10][C:9]=2[NH2:25])=[CH:4][CH2:3]1.[K+].[C:28]([C:30]1[N:31]=[C:32]([C:43]([O-])=[O:44])[N:33]([CH2:35][O:36][CH2:37][CH2:38][Si:39]([CH3:42])([CH3:41])[CH3:40])[CH:34]=1)#[N:29].C1CN([P+](Br)(N2CCCC2)N2CCCC2)CC1.F[P-](F)(F)(F)(F)F.CCN(C(C)C)C(C)C. (6) Given the product [CH2:1]([O:3][C:4](=[O:31])[CH:5]([NH2:17])[CH2:6][C:7]1[CH:12]=[CH:11][CH:10]=[C:9]([O:13][CH:14]([F:16])[F:15])[CH:8]=1)[CH3:2], predict the reactants needed to synthesize it. The reactants are: [CH2:1]([O:3][C:4](=[O:31])[CH:5]([N:17]=C(C1C=CC=CC=1)C1C=CC=CC=1)[CH2:6][C:7]1[CH:12]=[CH:11][CH:10]=[C:9]([O:13][CH:14]([F:16])[F:15])[CH:8]=1)[CH3:2].C(O)(=O)CC(CC(O)=O)(C(O)=O)O. (7) Given the product [OH:1][C:2]1[CH:3]=[C:4]2[C:9](=[CH:10][C:11]=1[O:12][CH3:13])[C:8]([CH2:14][C:15]1[CH:20]=[CH:19][CH:18]=[C:17]([O:21][CH2:22][CH3:23])[CH:16]=1)=[N:7][CH:6]=[C:5]2[CH:24]=[O:25], predict the reactants needed to synthesize it. The reactants are: [OH:1][C:2]1[CH:3]=[C:4]2[C:9](=[CH:10][C:11]=1[O:12][CH3:13])[CH:8]([CH2:14][C:15]1[CH:20]=[CH:19][CH:18]=[C:17]([O:21][CH2:22][CH3:23])[CH:16]=1)[NH:7][CH:6]=[C:5]2[CH:24]=[O:25].